This data is from Full USPTO retrosynthesis dataset with 1.9M reactions from patents (1976-2016). The task is: Predict the reactants needed to synthesize the given product. (1) Given the product [CH2:7]([N:14]1[CH2:15][CH2:16][C:17]2([CH2:21][NH:20][CH2:19][CH:18]2[C:24]2[CH:25]=[CH:26][C:27]([F:30])=[CH:28][CH:29]=2)[CH2:31][CH2:32]1)[C:8]1[CH:9]=[CH:10][CH:11]=[CH:12][CH:13]=1, predict the reactants needed to synthesize it. The reactants are: [H-].[Al+3].[Li+].[H-].[H-].[H-].[CH2:7]([N:14]1[CH2:32][CH2:31][C:17]2([C:21](=O)[NH:20][C:19](=O)[CH:18]2[C:24]2[CH:29]=[CH:28][C:27]([F:30])=[CH:26][CH:25]=2)[CH2:16][CH2:15]1)[C:8]1[CH:13]=[CH:12][CH:11]=[CH:10][CH:9]=1.O. (2) Given the product [CH2:2]([NH:9][C:14]1[C:13]2[CH2:19][O:18][CH2:16][CH2:11][C:12]=2[N:30]=[C:31]([Cl:39])[N:32]=1)[C:3]1[CH:4]=[CH:5][CH:6]=[CH:7][CH:8]=1, predict the reactants needed to synthesize it. The reactants are: Cl.[CH2:2]([N:9]1[CH2:14][CH2:13][C:12](=O)[CH:11]([C:16]([O:18][CH2:19]C)=O)C1)[C:3]1[CH:8]=[CH:7][CH:6]=[CH:5][CH:4]=1.C(NC1C2CCCCC=2[N:32]=[C:31]([Cl:39])[N:30]=1)C1C=CC=CC=1.CC(C1C=C(C(C)C)C(C2C=CC=CC=2P(C2CCCCC2)C2CCCCC2)=C(C(C)C)C=1)C.C([O-])([O-])=O.[Cs+].[Cs+]. (3) Given the product [CH2:14]([O:16][C:17](=[O:21])[C:18]([NH:2][CH2:3][C:4]([C:6]1[CH:13]=[CH:12][C:9]([C:10]#[N:11])=[CH:8][CH:7]=1)=[O:5])=[O:19])[CH3:15], predict the reactants needed to synthesize it. The reactants are: Cl.[NH2:2][CH2:3][C:4]([C:6]1[CH:13]=[CH:12][C:9]([C:10]#[N:11])=[CH:8][CH:7]=1)=[O:5].[CH2:14]([O:16][C:17](=[O:21])[C:18](Cl)=[O:19])[CH3:15]. (4) Given the product [F:33][C:34]1[CH:48]=[CH:47][C:37]([O:38][C:39]2[CH:46]=[CH:45][C:42]([CH2:43][NH:44][C:4](=[O:6])[C:3]3[CH:7]=[CH:8][C:9]([F:11])=[N:10][C:2]=3[F:1])=[CH:41][CH:40]=2)=[CH:36][CH:35]=1, predict the reactants needed to synthesize it. The reactants are: [F:1][C:2]1[N:10]=[C:9]([F:11])[CH:8]=[CH:7][C:3]=1[C:4]([OH:6])=O.ON1C2C=CC=CC=2N=N1.CCN=C=NCCCN(C)C.[F:33][C:34]1[CH:48]=[CH:47][C:37]([O:38][C:39]2[CH:46]=[CH:45][C:42]([CH2:43][NH2:44])=[CH:41][CH:40]=2)=[CH:36][CH:35]=1.C(=O)(O)[O-].[Na+]. (5) Given the product [NH2:10][C:9]1[CH:8]=[CH:7][C:6]([C:13]2[C:14](=[O:19])[NH:15][CH:16]=[N:17][CH:18]=2)=[CH:5][C:4]=1[O:3][CH2:1][CH3:2], predict the reactants needed to synthesize it. The reactants are: [CH2:1]([O:3][C:4]1[CH:5]=[C:6]([C:13]2[C:14](=[O:19])[NH:15][CH:16]=[N:17][CH:18]=2)[CH:7]=[CH:8][C:9]=1[N+:10]([O-])=O)[CH3:2].O.O.[Sn](Cl)Cl.C(=O)(O)[O-].[Na+]. (6) The reactants are: C([O:3][C:4](=[O:35])[CH:5]=[CH:6][C:7]1[CH:12]=[CH:11][C:10]([C:13]#[C:14][C:15]2[CH:24]=[C:23]([CH:25]3[CH2:27][CH2:26]3)[C:22]3[CH:21]([N:28]([CH:30]4[CH2:32][CH2:31]4)[CH3:29])[CH2:20][CH2:19][C:18]([CH3:34])([CH3:33])[C:17]=3[CH:16]=2)=[CH:9][CH:8]=1)C.[OH-].[Na+]. Given the product [CH:25]1([C:23]2[C:22]3[CH:21]([N:28]([CH:30]4[CH2:31][CH2:32]4)[CH3:29])[CH2:20][CH2:19][C:18]([CH3:33])([CH3:34])[C:17]=3[CH:16]=[C:15]([C:14]#[C:13][C:10]3[CH:9]=[CH:8][C:7]([CH:6]=[CH:5][C:4]([OH:35])=[O:3])=[CH:12][CH:11]=3)[CH:24]=2)[CH2:27][CH2:26]1, predict the reactants needed to synthesize it.